This data is from Full USPTO retrosynthesis dataset with 1.9M reactions from patents (1976-2016). The task is: Predict the reactants needed to synthesize the given product. (1) The reactants are: CC1C=CC(S(O[CH2:12][C:13]2([NH:16][C:17]([O:19][C:20]([CH3:23])([CH3:22])[CH3:21])=[O:18])[CH2:15][CH2:14]2)(=O)=O)=CC=1.C1OCCOCCOCCOCCOCCOC1.[K].[C:43]1(=[O:53])[NH:47][C:46](=[O:48])[C:45]2=[CH:49][CH:50]=[CH:51][CH:52]=[C:44]12. Given the product [O:48]=[C:46]1[C:45]2[C:44](=[CH:52][CH:51]=[CH:50][CH:49]=2)[C:43](=[O:53])[N:47]1[CH2:12][C:13]1([NH:16][C:17](=[O:18])[O:19][C:20]([CH3:21])([CH3:22])[CH3:23])[CH2:14][CH2:15]1, predict the reactants needed to synthesize it. (2) Given the product [CH3:17][O:18][C:19](=[O:27])[C:20]1[CH:25]=[C:24]([N:13]2[CH2:14][CH2:15][N:11]([C:2]3[CH:3]=[CH:4][C:5]4[C:10](=[CH:9][CH:8]=[CH:7][CH:6]=4)[CH:1]=3)[C:12]2=[O:16])[CH:23]=[N:22][CH:21]=1, predict the reactants needed to synthesize it. The reactants are: [CH:1]1[C:10]2[C:5](=[CH:6][CH:7]=[CH:8][CH:9]=2)[CH:4]=[CH:3][C:2]=1[N:11]1[CH2:15][CH2:14][NH:13][C:12]1=[O:16].[CH3:17][O:18][C:19](=[O:27])[C:20]1[CH:25]=[C:24](Br)[CH:23]=[N:22][CH:21]=1.N[C@@H]1CCCC[C@H]1N.P([O-])([O-])([O-])=O.[K+].[K+].[K+]. (3) Given the product [Br:1][C:2]1[CH:3]=[CH:4][C:5]([C@@H:8]([NH:10][CH2:11][CH2:12][C:13](=[O:14])[CH:18]([CH3:20])[CH3:19])[CH3:9])=[CH:6][CH:7]=1, predict the reactants needed to synthesize it. The reactants are: [Br:1][C:2]1[CH:7]=[CH:6][C:5]([C@@H:8]([NH:10][CH2:11][CH2:12][C:13]2([CH:18]([CH3:20])[CH3:19])OCC[O:14]2)[CH3:9])=[CH:4][CH:3]=1.Cl.C([O-])(O)=O.[Na+]. (4) Given the product [C:45]([NH:1][CH2:2][CH2:3][C:4]1[CH:9]=[CH:8][CH:7]=[CH:6][C:5]=1[C:10]1[O:14][N:13]=[C:12]([C@@H:15]2[C@:20]([C:22]3[CH:27]=[CH:26][C:25]([F:28])=[C:24]([F:29])[CH:23]=3)([OH:21])[CH2:19][CH2:18][N:17]([C:30]([O:32][C:33]([CH3:34])([CH3:36])[CH3:35])=[O:31])[CH2:16]2)[C:11]=1[Cl:37])(=[O:47])[CH3:46], predict the reactants needed to synthesize it. The reactants are: [NH2:1][CH2:2][CH2:3][C:4]1[CH:9]=[CH:8][CH:7]=[CH:6][C:5]=1[C:10]1[O:14][N:13]=[C:12]([C@@H:15]2[C@:20]([C:22]3[CH:27]=[CH:26][C:25]([F:28])=[C:24]([F:29])[CH:23]=3)([OH:21])[CH2:19][CH2:18][N:17]([C:30]([O:32][C:33]([CH3:36])([CH3:35])[CH3:34])=[O:31])[CH2:16]2)[C:11]=1[Cl:37].C(N(CC)CC)C.[C:45](OC(=O)C)(=[O:47])[CH3:46].O. (5) Given the product [Br:1][C:2]1[CH:15]=[CH:14][C:5]2[N:6]=[C:7]([C@H:9]3[CH2:12][C@@H:11]([N:18]4[CH2:19][CH2:20][CH2:21][C@@H:17]4[CH3:16])[CH2:10]3)[S:8][C:4]=2[CH:3]=1, predict the reactants needed to synthesize it. The reactants are: [Br:1][C:2]1[CH:15]=[CH:14][C:5]2[N:6]=[C:7]([CH:9]3[CH2:12][C:11](=O)[CH2:10]3)[S:8][C:4]=2[CH:3]=1.[CH3:16][C@H:17]1[CH2:21][CH2:20][CH2:19][NH:18]1.N1C=CC=CC=1.B. (6) Given the product [Cl:29][C:2]1[CH:3]=[N:4][C:5]2[C:10]([N:11]=1)=[CH:9][C:8]([C:12]([C:14]1[CH:19]=[CH:18][C:17]([NH:20][C:21](=[O:26])[C:22]([CH3:25])([CH3:24])[CH3:23])=[CH:16][CH:15]=1)=[O:13])=[CH:7][CH:6]=2, predict the reactants needed to synthesize it. The reactants are: O[C:2]1[CH:3]=[N:4][C:5]2[C:10]([N:11]=1)=[CH:9][C:8]([C:12]([C:14]1[CH:19]=[CH:18][C:17]([NH:20][C:21](=[O:26])[C:22]([CH3:25])([CH3:24])[CH3:23])=[CH:16][CH:15]=1)=[O:13])=[CH:7][CH:6]=2.O=S(Cl)[Cl:29]. (7) Given the product [CH2:1]([O:3][C:4]([C:6]1[N:7]([C@H:12]2[CH2:16][C@H:15]([OH:17])[CH:14]=[CH:13]2)[CH:8]=[N:9][C:10]=1[CH3:11])=[O:5])[CH3:2], predict the reactants needed to synthesize it. The reactants are: [CH2:1]([O:3][C:4]([C:6]1[N:7]([CH:12]2[CH2:16][CH:15]([O:17]C(=O)C)[CH:14]=[CH:13]2)[CH:8]=[N:9][C:10]=1[CH3:11])=[O:5])[CH3:2].C(=O)([O-])[O-].[K+].[K+]. (8) Given the product [CH3:39][C:4]1[C:3]([C:1]#[N:2])=[N:8][CH:7]=[C:6]([N:9]2[C:16](=[O:17])[C:12]3([CH2:13][CH2:14][CH2:15]3)[N:11]([C:18]3[CH:19]=[CH:20][C:21]([O:22][CH:23]4[CH2:28][CH2:27][NH:26][CH2:25][CH2:24]4)=[CH:36][CH:37]=3)[C:10]2=[S:38])[CH:5]=1, predict the reactants needed to synthesize it. The reactants are: [C:1]([C:3]1[N:8]=[CH:7][C:6]([N:9]2[C:16](=[O:17])[C:12]3([CH2:15][CH2:14][CH2:13]3)[N:11]([C:18]3[CH:37]=[CH:36][C:21]([O:22][CH:23]4[CH2:28][CH2:27][N:26](C(OC(C)(C)C)=O)[CH2:25][CH2:24]4)=[CH:20][CH:19]=3)[C:10]2=[S:38])=[CH:5][C:4]=1[CH3:39])#[N:2]. (9) Given the product [C:20]1([C:17]2[N:16]=[C:15]([CH:14]=[C:11]3[CH2:12][CH2:13][NH:8][CH2:9][CH2:10]3)[O:19][N:18]=2)[CH:21]=[CH:22][CH:23]=[CH:24][CH:25]=1, predict the reactants needed to synthesize it. The reactants are: C(OC([N:8]1[CH2:13][CH2:12][C:11](=[CH:14][C:15]2[O:19][N:18]=[C:17]([C:20]3[CH:25]=[CH:24][CH:23]=[CH:22][CH:21]=3)[N:16]=2)[CH2:10][CH2:9]1)=O)(C)(C)C.FC(F)(F)C(O)=O.